Task: Predict the reactants needed to synthesize the given product.. Dataset: Full USPTO retrosynthesis dataset with 1.9M reactions from patents (1976-2016) (1) The reactants are: [Br:1][C:2]1[CH:7]=[C:6]([CH2:8][C:9]([C:11]2[CH:16]=[CH:15][CH:14]=[C:13]([F:17])[N:12]=2)=O)[CH:5]=[CH:4][N:3]=1.[NH2:18][C:19]1[CH:24]=[CH:23][CH:22]=[CH:21][N:20]=1.C(OC(C)C)(C)C. Given the product [Br:1][C:2]1[CH:7]=[C:6]([C:8]2[N:20]3[CH:21]=[CH:22][CH:23]=[CH:24][C:19]3=[N:18][C:9]=2[C:11]2[CH:16]=[CH:15][CH:14]=[C:13]([F:17])[N:12]=2)[CH:5]=[CH:4][N:3]=1, predict the reactants needed to synthesize it. (2) The reactants are: C(OC([N:8]1[CH2:13][CH2:12][N:11]([C:14]2[C:19]3[N:20]([CH2:33][C:34]4[CH:39]=[CH:38][CH:37]=[CH:36][CH:35]=4)[C:21](=[O:32])[N:22]([CH2:23][C:24]4[CH:29]=[CH:28][CH:27]=[CH:26][C:25]=4[C:30]#[N:31])[C:18]=3[C:17]([O:40][C:41]3[CH:46]=[CH:45][CH:44]=[CH:43][C:42]=3[C:47](=[O:49])[NH2:48])=[CH:16][N:15]=2)[CH2:10][CH2:9]1)=O)(C)(C)C.C1(C)C=CC=CC=1.[F:57][C:58]([F:63])([F:62])[C:59]([OH:61])=[O:60]. Given the product [F:57][C:58]([F:63])([F:62])[C:59]([OH:61])=[O:60].[CH2:33]([N:20]1[C:19]2[C:14]([N:11]3[CH2:10][CH2:9][NH:8][CH2:13][CH2:12]3)=[N:15][CH:16]=[C:17]([O:40][C:41]3[CH:46]=[CH:45][CH:44]=[CH:43][C:42]=3[C:47]([NH2:48])=[O:49])[C:18]=2[N:22]([CH2:23][C:24]2[CH:29]=[CH:28][CH:27]=[CH:26][C:25]=2[C:30]#[N:31])[C:21]1=[O:32])[C:34]1[CH:39]=[CH:38][CH:37]=[CH:36][CH:35]=1, predict the reactants needed to synthesize it. (3) Given the product [CH3:13][C:7]1[C:6]([CH2:5][CH2:4][C:1]([OH:3])=[O:2])=[CH:10][NH:9][C:8]=1[CH:11]=[C:24]1[C:23]2[C:27](=[CH:28][C:20]([C:14]3[CH:19]=[CH:18][CH:17]=[CH:16][CH:15]=3)=[CH:21][CH:22]=2)[NH:26][C:25]1=[O:29], predict the reactants needed to synthesize it. The reactants are: [C:1]([CH2:4][CH2:5][C:6]1[C:7]([CH3:13])=[C:8]([CH:11]=O)[NH:9][CH:10]=1)([OH:3])=[O:2].[C:14]1([C:20]2[CH:28]=[C:27]3[C:23]([CH2:24][C:25](=[O:29])[NH:26]3)=[CH:22][CH:21]=2)[CH:19]=[CH:18][CH:17]=[CH:16][CH:15]=1. (4) Given the product [C:1]([O:5][C:6](=[O:25])[CH2:7][C:8]1[CH:13]=[CH:12][C:11]([CH2:14][CH2:15][CH3:16])=[C:10]([OH:17])[CH:9]=1)([CH3:3])([CH3:2])[CH3:4], predict the reactants needed to synthesize it. The reactants are: [C:1]([O:5][C:6](=[O:25])[CH2:7][C:8]1[CH:13]=[CH:12][C:11]([CH:14]=[CH:15][CH3:16])=[C:10]([O:17]CC2C=CC=CC=2)[CH:9]=1)([CH3:4])([CH3:3])[CH3:2]. (5) Given the product [NH2:20][CH:13]1[C:12]2[CH:22]=[CH:23][C:9]([OH:8])=[CH:10][C:11]=2[O:19][C:15]2([CH2:16][CH2:17][CH2:18]2)[CH2:14]1, predict the reactants needed to synthesize it. The reactants are: C([O:8][C:9]1[CH:23]=[CH:22][C:12]2[C:13](=[N:20]O)[CH2:14][C:15]3([O:19][C:11]=2[CH:10]=1)[CH2:18][CH2:17][CH2:16]3)C1C=CC=CC=1. (6) Given the product [C:1]([NH:8][CH2:9][CH2:10][O:11][C:12](=[O:14])[CH3:13])([O:3][C:4]([CH3:5])([CH3:6])[CH3:7])=[O:2], predict the reactants needed to synthesize it. The reactants are: [C:1]([NH:8][CH2:9][CH2:10][OH:11])([O:3][C:4]([CH3:7])([CH3:6])[CH3:5])=[O:2].[C:12](Cl)(=[O:14])[CH3:13]. (7) Given the product [CH3:12][C:11]1([CH3:13])[C:14]([CH3:16])([CH3:15])[O:17][B:9]([C:4]2[CH:5]=[CH:6][CH:7]=[CH:8][C:3]=2[CH:1]=[N:27][NH:26][C:18](=[O:25])[C:19]2[CH:24]=[CH:23][N:22]=[CH:21][CH:20]=2)[O:10]1, predict the reactants needed to synthesize it. The reactants are: [CH:1]([C:3]1[CH:8]=[CH:7][CH:6]=[CH:5][C:4]=1[B:9]1[O:17][C:14]([CH3:16])([CH3:15])[C:11]([CH3:13])([CH3:12])[O:10]1)=O.[C:18]([NH:26][NH2:27])(=[O:25])[C:19]1[CH:24]=[CH:23][N:22]=[CH:21][CH:20]=1. (8) Given the product [Cl:2][C:3]1[CH:4]=[C:5]([CH:21]=[CH:22][C:23]=1[Cl:24])[CH:6]=[CH:7][C:8]1=[N:9][CH2:10][CH2:11][N:12]([CH3:20])[C:13]2[CH:18]=[C:17]([O:19][CH2:30][C:26]3[S:25][CH:29]=[CH:28][CH:27]=3)[CH:16]=[CH:15][C:14]1=2, predict the reactants needed to synthesize it. The reactants are: Cl.[Cl:2][C:3]1[CH:4]=[C:5]([CH:21]=[CH:22][C:23]=1[Cl:24])[CH:6]=[CH:7][C:8]1=[N:9][CH2:10][CH2:11][N:12]([CH3:20])[C:13]2[CH:18]=[C:17]([OH:19])[CH:16]=[CH:15][C:14]1=2.[S:25]1[CH:29]=[CH:28][CH:27]=[C:26]1[CH2:30]O.C(P(CCCC)CCCC)CCC.N(C(N(C)C)=O)=NC(N(C)C)=O. (9) Given the product [CH3:28][CH:27]1[N:11]2[N:10]=[C:9]([CH2:8][O:1][C:2]3[CH:3]=[CH:4][CH:5]=[CH:6][CH:7]=3)[CH:13]=[C:12]2[C:14](=[O:16])[NH:25][CH2:26]1, predict the reactants needed to synthesize it. The reactants are: [O:1]([CH2:8][C:9]1[CH:13]=[C:12]([C:14]([O:16]CC)=O)[NH:11][N:10]=1)[C:2]1[CH:7]=[CH:6][CH:5]=[CH:4][CH:3]=1.C(OC(=O)[NH:25][CH2:26][CH:27](O)[CH3:28])(C)(C)C.